This data is from Reaction yield outcomes from USPTO patents with 853,638 reactions. The task is: Predict the reaction yield, written as a fraction of the theoretical maximum amount of product (1.0 means a 100% yield; for example, 0.34 means a 34% yield). (1) The reactants are C(=O)([O-])[O-].[Cs+].[Cs+].FC(F)(F)S(O[C:13]1[CH:14]=[CH:15][C:16]2[O:20][C:19]([C:21]3[CH:26]=[CH:25][C:24]([F:27])=[CH:23][CH:22]=3)=[C:18]([C:28](=[O:31])[NH:29][CH3:30])[C:17]=2[CH:32]=1)(=O)=O.[NH:35]1[C:43]2[C:38](=[C:39](B(O)O)[CH:40]=[CH:41][CH:42]=2)[CH:37]=[CH:36]1.O1CCOCC1. The catalyst is C1C=CC([P]([Pd]([P](C2C=CC=CC=2)(C2C=CC=CC=2)C2C=CC=CC=2)([P](C2C=CC=CC=2)(C2C=CC=CC=2)C2C=CC=CC=2)[P](C2C=CC=CC=2)(C2C=CC=CC=2)C2C=CC=CC=2)(C2C=CC=CC=2)C2C=CC=CC=2)=CC=1.O. The product is [F:27][C:24]1[CH:23]=[CH:22][C:21]([C:19]2[O:20][C:16]3[CH:15]=[CH:14][C:13]([C:39]4[CH:40]=[CH:41][CH:42]=[C:43]5[C:38]=4[CH:37]=[CH:36][NH:35]5)=[CH:32][C:17]=3[C:18]=2[C:28]([NH:29][CH3:30])=[O:31])=[CH:26][CH:25]=1. The yield is 0.460. (2) The reactants are [CH2:1]([O:3][C:4]([CH:6]1[C:11](=[O:12])[NH:10][N:9]=[CH:8][NH:7]1)=[O:5])[CH3:2].C(OC1C(OC(=O)C)=C(I=O)C=CC=1)(=O)C. The catalyst is C(O)C. The product is [CH2:1]([O:3][C:4]([C:6]1[C:11](=[O:12])[NH:10][N:9]=[CH:8][N:7]=1)=[O:5])[CH3:2]. The yield is 0.640. (3) The reactants are [O:1]=[C:2]1[N:6]([C:7]2[CH:12]=[CH:11][CH:10]=[CH:9][CH:8]=2)[C@H:5]([C:13]([O:15]C)=[O:14])[CH2:4][CH2:3]1.[OH-].[Na+].Cl. The catalyst is CO. The product is [O:1]=[C:2]1[N:6]([C:7]2[CH:12]=[CH:11][CH:10]=[CH:9][CH:8]=2)[C@H:5]([C:13]([OH:15])=[O:14])[CH2:4][CH2:3]1. The yield is 0.750.